This data is from Forward reaction prediction with 1.9M reactions from USPTO patents (1976-2016). The task is: Predict the product of the given reaction. (1) The product is: [CH:1]1([CH2:7][CH2:8][CH2:9][C@@H:10]([C:16]2[O:20][N:19]=[C:18]([C:21]([N:23]([CH3:29])[CH2:24][C:25]([OH:27])=[O:26])=[O:22])[N:17]=2)[CH2:11][C:12]([NH:14][OH:15])=[O:13])[CH2:6][CH2:5][CH2:4][CH2:3][CH2:2]1. Given the reactants [CH:1]1([CH2:7][CH2:8][CH2:9][C@@H:10]([C:16]2[O:20][N:19]=[C:18]([C:21]([N:23]([CH3:29])[CH2:24][C:25]([O:27]C)=[O:26])=[O:22])[N:17]=2)[CH2:11][C:12]([NH:14][OH:15])=[O:13])[CH2:6][CH2:5][CH2:4][CH2:3][CH2:2]1.O.[OH-].[Li+].Cl, predict the reaction product. (2) Given the reactants Cl[C:2]1[C:11]2[C:6](=[CH:7][CH:8]=[CH:9][CH:10]=2)[CH:5]=[C:4]([Cl:12])[N:3]=1.Cl.[Sn], predict the reaction product. The product is: [Cl:12][C:4]1[N:3]=[CH:2][C:11]2[C:6]([CH:5]=1)=[CH:7][CH:8]=[CH:9][CH:10]=2. (3) Given the reactants [CH2:1]([Li])CCC.[F:6][C:7]([F:21])([C:13]1[CH:18]=[CH:17][CH:16]=[C:15]([CH:19]=O)[CH:14]=1)[C:8]([O:10][CH2:11][CH3:12])=[O:9], predict the reaction product. The product is: [F:6][C:7]([F:21])([C:13]1[CH:18]=[CH:17][CH:16]=[C:15]([CH:19]=[CH2:1])[CH:14]=1)[C:8]([O:10][CH2:11][CH3:12])=[O:9]. (4) Given the reactants S1C=CC=[C:2]1S(O)(=O)=O.[C:10]([OH:27])(=[O:26])[CH2:11][CH2:12][CH2:13][CH2:14][CH2:15][CH2:16][CH2:17][CH2:18][CH2:19][CH2:20][CH2:21][CH2:22][CH2:23][CH2:24][CH3:25], predict the reaction product. The product is: [CH3:2][O:26][C:10](=[O:27])[CH2:11][CH2:12][CH2:13][CH2:14][CH2:15][CH2:16][CH2:17][CH2:18][CH2:19][CH2:20][CH2:21][CH2:22][CH2:23][CH2:24][CH3:25]. (5) Given the reactants [C:1]1([C:10]2[CH:15]=[CH:14][CH:13]=[CH:12][CH:11]=2)[C:2](B(O)O)=[CH:3][CH:4]=[CH:5][CH:6]=1.Br[C:17]1[CH:18]=[N:19][C:20]([Cl:23])=[N:21][CH:22]=1.[O-]P([O-])([O-])=O.[K+].[K+].[K+], predict the reaction product. The product is: [C:1]1([C:10]2[CH:15]=[CH:14][CH:13]=[CH:12][CH:11]=2)[CH:6]=[CH:5][CH:4]=[CH:3][C:2]=1[C:17]1[CH:18]=[N:19][C:20]([Cl:23])=[N:21][CH:22]=1. (6) Given the reactants [OH:1][C:2]1[C:11]2[C:6](=[CH:7][CH:8]=[CH:9][CH:10]=2)[C:5]([OH:12])=[CH:4][C:3]=1[C:13]([O:15][CH3:16])=[O:14].[CH2:17]([N:19]([CH2:36][CH3:37])[C:20]1[CH:25]=[CH:24][C:23]([C:26]([C:30]2[CH:35]=[CH:34][CH:33]=[CH:32][CH:31]=2)(O)[C:27]#[CH:28])=[CH:22][CH:21]=1)[CH3:18], predict the reaction product. The product is: [CH2:36]([N:19]([CH2:17][CH3:18])[C:20]1[CH:25]=[CH:24][C:23]([C:26]2([C:30]3[CH:31]=[CH:32][CH:33]=[CH:34][CH:35]=3)[O:12][C:5]3[C:6]4[C:11]([C:2]([OH:1])=[C:3]([C:13]([O:15][CH3:16])=[O:14])[C:4]=3[CH:28]=[CH:27]2)=[CH:10][CH:9]=[CH:8][CH:7]=4)=[CH:22][CH:21]=1)[CH3:37]. (7) The product is: [CH3:31][N:32]([CH3:67])[C:33]([C:35]1[CH:39]=[C:38]([C:40]2[CH:41]=[C:42]3[C:46](=[CH:47][CH:48]=2)[NH:45][C:44]([C:58]2[C:59]([CH3:2])=[CH:60][CH:61]=[CH:62][C:63]=2[F:64])=[CH:43]3)[N:37]([CH3:66])[N:36]=1)=[O:34]. Given the reactants F[C:2]1C=CC=C(F)C=1C1NC2C(C=1)=CC(C1N(C)N=C(C3C=NC(N)=NC=3)C=1)=CC=2.[CH3:31][N:32]([CH3:67])[C:33]([C:35]1[CH:39]=[C:38]([C:40]2[CH:41]=[C:42]3[C:46](=[CH:47][CH:48]=2)[N:45](S(C2C=CC=CC=2)(=O)=O)[C:44]([C:58]2[C:63]([F:64])=[CH:62][CH:61]=[CH:60][C:59]=2F)=[CH:43]3)[N:37]([CH3:66])[N:36]=1)=[O:34], predict the reaction product. (8) Given the reactants [CH2:1]([O:8][C:9]1[CH:18]=[C:17]2[C:12]([C:13]([O:19][C:20]3[CH:21]=[C:22]4[C:26](=[CH:27][CH:28]=3)[NH:25][C:24]([CH3:29])=[C:23]4[CH3:30])=[N:14][CH:15]=[N:16]2)=[CH:11][C:10]=1[O:31][CH3:32])[C:2]1[CH:7]=[CH:6][CH:5]=[CH:4][CH:3]=1.[C:33](O[C:33]([O:35][C:36]([CH3:39])([CH3:38])[CH3:37])=[O:34])([O:35][C:36]([CH3:39])([CH3:38])[CH3:37])=[O:34], predict the reaction product. The product is: [CH2:1]([O:8][C:9]1[CH:18]=[C:17]2[C:12]([C:13]([O:19][C:20]3[CH:21]=[C:22]4[C:26](=[CH:27][CH:28]=3)[N:25]([C:33]([O:35][C:36]([CH3:39])([CH3:38])[CH3:37])=[O:34])[C:24]([CH3:29])=[C:23]4[CH3:30])=[N:14][CH:15]=[N:16]2)=[CH:11][C:10]=1[O:31][CH3:32])[C:2]1[CH:7]=[CH:6][CH:5]=[CH:4][CH:3]=1. (9) Given the reactants [N+]([O-])(OC(C)(C)C)=O.N[C:10]1[O:11][CH:12]=[C:13]([C:15]([O:17][CH2:18][CH3:19])=[O:16])[N:14]=1.[ClH:20], predict the reaction product. The product is: [Cl:20][C:10]1[O:11][CH:12]=[C:13]([C:15]([O:17][CH2:18][CH3:19])=[O:16])[N:14]=1.